This data is from Catalyst prediction with 721,799 reactions and 888 catalyst types from USPTO. The task is: Predict which catalyst facilitates the given reaction. (1) Reactant: Cl.[CH3:2][O:3][C:4]1[CH:16]=[CH:15][C:7]([CH2:8][C@@H:9]([C:11]([O:13][CH3:14])=[O:12])[NH2:10])=[CH:6][CH:5]=1.C(N(CC)CC)C.[O:24]1[C:28]2[CH:29]=[CH:30][CH:31]=[CH:32][C:27]=2[CH:26]=[C:25]1[C:33](O)=[O:34].CCN=C=NCCCN(C)C.Cl. Product: [O:24]1[C:28]2[CH:29]=[CH:30][CH:31]=[CH:32][C:27]=2[CH:26]=[C:25]1[C:33]([NH:10][C@H:9]([C:11]([O:13][CH3:14])=[O:12])[CH2:8][C:7]1[CH:6]=[CH:5][C:4]([O:3][CH3:2])=[CH:16][CH:15]=1)=[O:34]. The catalyst class is: 2. (2) Reactant: Br[C:2]1[CH:7]=[CH:6][N:5]=[C:4]2[N:8]([CH3:22])[C:9]([CH3:21])=[C:10]([C:11]3[CH:19]=[C:18]4[C:14]([CH2:15][CH2:16][N:17]4[CH3:20])=[CH:13][CH:12]=3)[C:3]=12.[CH3:23][N:24]1[CH:28]=[CH:27][C:26]([S:29]([NH2:32])(=[O:31])=[O:30])=[N:25]1.CC1(C)C2C=CC=C(P(C3C=CC=CC=3)C3C=CC=CC=3)C=2OC2C1=CC=CC=2P(C1C=CC=CC=1)C1C=CC=CC=1.C(=O)([O-])[O-].[Cs+].[Cs+]. Product: [CH3:22][N:8]1[C:4]2=[N:5][CH:6]=[CH:7][C:2]([NH:32][S:29]([C:26]3[CH:27]=[CH:28][N:24]([CH3:23])[N:25]=3)(=[O:31])=[O:30])=[C:3]2[C:10]([C:11]2[CH:19]=[C:18]3[C:14]([CH2:15][CH2:16][N:17]3[CH3:20])=[CH:13][CH:12]=2)=[C:9]1[CH3:21]. The catalyst class is: 62. (3) Reactant: [CH:1]1[C:13]2[CH2:12][C:11]3[C:6](=[CH:7][CH:8]=[CH:9][CH:10]=3)[C:5]=2[CH:4]=[CH:3][C:2]=1[CH:14]=O.[NH2:16][C:17]1[CH:29]=[CH:28][C:27]2[C:26]3[C:21](=[CH:22][C:23]([NH2:30])=[CH:24][CH:25]=3)[CH2:20][C:19]=2[CH:18]=1.C(O)(C(F)(F)F)=O. Product: [CH:1]1[C:13]2[CH2:12][C:11]3[C:6](=[CH:7][CH:8]=[CH:9][CH:10]=3)[C:5]=2[CH:4]=[CH:3][C:2]=1[CH:14]=[N:16][C:17]1[CH:29]=[CH:28][C:27]2[C:26]3[C:21](=[CH:22][C:23]([NH2:30])=[CH:24][CH:25]=3)[CH2:20][C:19]=2[CH:18]=1. The catalyst class is: 32. (4) Reactant: Br[C:2]1[CH:7]=[CH:6][C:5]([CH:8]2[CH2:17][CH2:16][C:15]3[C:10](=[CH:11][C:12]([C@H:18]([CH:24]4[CH2:26][CH2:25]4)[CH2:19][C:20]([O:22][CH3:23])=[O:21])=[CH:13][CH:14]=3)[O:9]2)=[CH:4][CH:3]=1.[F:27][C:28]1[CH:33]=[CH:32][C:31]([O:34][CH3:35])=[CH:30][C:29]=1B(O)O.C([O-])([O-])=O.[K+].[K+].[NH4+].[Cl-]. Product: [CH:24]1([C@@H:18]([C:12]2[CH:11]=[C:10]3[C:15]([CH2:16][CH2:17][CH:8]([C:5]4[CH:6]=[CH:7][C:2]([C:29]5[CH:30]=[C:31]([O:34][CH3:35])[CH:32]=[CH:33][C:28]=5[F:27])=[CH:3][CH:4]=4)[O:9]3)=[CH:14][CH:13]=2)[CH2:19][C:20]([O:22][CH3:23])=[O:21])[CH2:25][CH2:26]1. The catalyst class is: 203.